This data is from Forward reaction prediction with 1.9M reactions from USPTO patents (1976-2016). The task is: Predict the product of the given reaction. (1) Given the reactants C(N(CC)CC)C.[CH2:8]([OH:12])[C@@H:9]([OH:11])[CH3:10].[C:13]1([CH3:23])[CH:18]=[CH:17][C:16]([S:19](Cl)(=[O:21])=[O:20])=[CH:15][CH:14]=1, predict the reaction product. The product is: [OH:11][C@@H:9]([CH3:10])[CH2:8][O:12][S:19]([C:16]1[CH:17]=[CH:18][C:13]([CH3:23])=[CH:14][CH:15]=1)(=[O:21])=[O:20]. (2) Given the reactants [CH3:1][N:2]([CH3:26])[CH2:3][CH2:4][CH2:5][CH2:6][C:7]1[CH:12]=[C:11]([F:13])[C:10]([CH:14]([C:20](OCC)=[O:21])[C:15](OCC)=[O:16])=[C:9]([F:25])[CH:8]=1.[NH2:27][C:28]1[N:32]=[CH:31][NH:30][N:29]=1.C(N(CCCC)CCCC)CCC, predict the reaction product. The product is: [CH3:1][N:2]([CH3:26])[CH2:3][CH2:4][CH2:5][CH2:6][C:7]1[CH:12]=[C:11]([F:13])[C:10]([C:14]2[C:20]([OH:21])=[N:27][C:28]3[N:29]([N:30]=[CH:31][N:32]=3)[C:15]=2[OH:16])=[C:9]([F:25])[CH:8]=1. (3) The product is: [ClH:24].[C:7]12([C:5]([C:4]3[CH:21]=[CH:22][CH:23]=[C:2]([Br:1])[CH:3]=3)=[O:6])[NH:13][CH:10]([CH2:11][CH2:12]1)[CH2:9][CH2:8]2. Given the reactants [Br:1][C:2]1[CH:3]=[C:4]([CH:21]=[CH:22][CH:23]=1)[C:5]([C:7]12[N:13](C(OC(C)(C)C)=O)[CH:10]([CH2:11][CH2:12]1)[CH2:9][CH2:8]2)=[O:6].[ClH:24], predict the reaction product.